Dataset: Forward reaction prediction with 1.9M reactions from USPTO patents (1976-2016). Task: Predict the product of the given reaction. (1) Given the reactants [NH:1]1[CH2:6][CH2:5][C:4](=[O:7])[CH2:3][C:2]1=[O:8].[Br:9]Br.ClCCl, predict the reaction product. The product is: [Br:9][CH:3]1[C:4](=[O:7])[CH2:5][CH2:6][NH:1][C:2]1=[O:8]. (2) The product is: [F:32][C:23]1[N:22]=[C:21]2[C:17]([N:18]=[CH:19][NH:20]2)=[C:16]([NH:15][CH:12]([C:6]2[N:5]([C:25]3[CH:30]=[CH:29][CH:28]=[CH:27][CH:26]=3)[C:4](=[O:31])[C:3]3[C:8](=[CH:9][CH:10]=[CH:11][C:2]=3[CH3:1])[N:7]=2)[CH2:13][CH3:14])[N:24]=1. Given the reactants [CH3:1][C:2]1[CH:11]=[CH:10][CH:9]=[C:8]2[C:3]=1[C:4](=[O:31])[N:5]([C:25]1[CH:30]=[CH:29][CH:28]=[CH:27][CH:26]=1)[C:6]([CH:12]([NH:15][C:16]1[N:24]=[CH:23][N:22]=[C:21]3[C:17]=1[N:18]=[CH:19][NH:20]3)[CH2:13][CH3:14])=[N:7]2.[F:32]C1N=C2C(NC=N2)=C(Cl)N=1.BrC1N=CN=C2C=1NC=N2, predict the reaction product. (3) Given the reactants Cl.[CH3:2][CH:3]([O:5][C:6]1[CH:13]=[CH:12][C:11]([C:14]2[O:18][N:17]=[C:16]([C:19]3[CH:29]=[CH:28][C:22]4[CH2:23][CH2:24][NH:25][CH2:26][CH2:27][C:21]=4[CH:20]=3)[N:15]=2)=[CH:10][C:7]=1[C:8]#[N:9])[CH3:4].C(=O)([O-])[O-].[K+].[K+].Br[CH2:37][C:38]([O:40][CH3:41])=[O:39], predict the reaction product. The product is: [C:8]([C:7]1[CH:10]=[C:11]([C:14]2[O:18][N:17]=[C:16]([C:19]3[CH:29]=[CH:28][C:22]4[CH2:23][CH2:24][N:25]([CH2:37][C:38]([O:40][CH3:41])=[O:39])[CH2:26][CH2:27][C:21]=4[CH:20]=3)[N:15]=2)[CH:12]=[CH:13][C:6]=1[O:5][CH:3]([CH3:2])[CH3:4])#[N:9].